This data is from Blood-brain barrier permeability classification from the B3DB database. The task is: Regression/Classification. Given a drug SMILES string, predict its absorption, distribution, metabolism, or excretion properties. Task type varies by dataset: regression for continuous measurements (e.g., permeability, clearance, half-life) or binary classification for categorical outcomes (e.g., BBB penetration, CYP inhibition). Dataset: b3db_classification. (1) The compound is Cc1ccc(C(=CCN2CCCC2)c2cccc(/C=C/C(=O)O)n2)cc1. The result is 1 (penetrates BBB). (2) The compound is CC=CC=CC1OC(O)(C(CC)C(=O)NCC=CC=C(C)C(OC)C(C)C2OC(C=CC=CC=C(C)C(=O)c3c(O)ccn(C)c3=O)C(O)C2O)C(O)C(OC2OC(C)C(OC3OC(C)C(OC)C(O)C3OC)C(OC)C2O)C1(C)C. The result is 0 (does not penetrate BBB). (3) The compound is Cc1cccc(O[C@H]2CCNC[C@@H]2O)c1C. The result is 1 (penetrates BBB). (4) The drug is COc1ccc(OC[C@@H]2CN(C)CC[C@@H]2c2ccccc2)cc1. The result is 1 (penetrates BBB). (5) The molecule is Cc1ccc(C(=O)NC2CC2)cc1-c1ccc(C(=O)NCC2CC2)cc1. The result is 1 (penetrates BBB). (6) The molecule is Cc1cc(C(=O)NCCc2ccc(S(=O)(=O)NC(=O)NN3CCCCCC3)cc2)no1. The result is 0 (does not penetrate BBB). (7) The result is 0 (does not penetrate BBB). The molecule is C[C@@H]1O[C@@H](O[C@@H]2C=C3CC[C@@H]4[C@H](CC[C@]5(C)[C@@H](c6ccc(=O)oc6)CC[C@]45O)[C@@]3(C)CC2)[C@H](O)[C@H](O)[C@H]1O.